Regression. Given a peptide amino acid sequence and an MHC pseudo amino acid sequence, predict their binding affinity value. This is MHC class II binding data. From a dataset of Peptide-MHC class II binding affinity with 134,281 pairs from IEDB. (1) The peptide sequence is PELKPGESRHTSDHM. The MHC is DRB1_0802 with pseudo-sequence DRB1_0802. The binding affinity (normalized) is 0. (2) The peptide sequence is EISTNIRQA. The MHC is HLA-DQA10301-DQB10301 with pseudo-sequence HLA-DQA10301-DQB10301. The binding affinity (normalized) is 0. (3) The peptide sequence is NLLWKQIANELNYIL. The MHC is DRB1_1302 with pseudo-sequence DRB1_1302. The binding affinity (normalized) is 0.476.